From a dataset of Reaction yield outcomes from USPTO patents with 853,638 reactions. Predict the reaction yield, written as a fraction of the theoretical maximum amount of product (1.0 means a 100% yield; for example, 0.34 means a 34% yield). (1) The reactants are [N:1]1([C:9]2[CH:10]=[N:11][CH:12]=[C:13]([CH:16]=2)[C:14]#[N:15])[CH2:5][CH2:4][C@@H:3]2[CH2:6][NH:7][CH2:8][C@H:2]12.[C:17]([OH:24])(=[O:23])/[CH:18]=[CH:19]/[C:20]([OH:22])=[O:21]. No catalyst specified. The product is [C:17]([OH:24])(=[O:23])/[CH:18]=[CH:19]/[C:20]([OH:22])=[O:21].[N:1]1([C:9]2[CH:10]=[N:11][CH:12]=[C:13]([CH:16]=2)[C:14]#[N:15])[CH2:5][CH2:4][C@@H:3]2[CH2:6][NH:7][CH2:8][C@H:2]12. The yield is 0.670. (2) The reactants are [C:1]1([C:7](=[CH:11][C:12]2[CH:17]=[CH:16][N:15]=[CH:14][CH:13]=2)[C:8](=[O:10])[CH3:9])[CH:6]=[CH:5][CH:4]=[CH:3][CH:2]=1.[OH-:18].[Na+].OO.[Cl-].[Na+]. The catalyst is CO. The product is [C:1]1([C:7]2([O:18][CH:11]2[C:12]2[CH:17]=[CH:16][N:15]=[CH:14][CH:13]=2)[C:8](=[O:10])[CH3:9])[CH:2]=[CH:3][CH:4]=[CH:5][CH:6]=1. The yield is 0.650. (3) The reactants are [NH2:1][C@H:2]([C:4]1[CH:9]=[CH:8][C:7]([C:10](=[O:12])[CH3:11])=[CH:6][C:5]=1[F:13])[CH3:3].CN1C(=O)CCC1.CCN(C(C)C)C(C)C.[C:30](O[C:30]([O:32][C:33]([CH3:36])([CH3:35])[CH3:34])=[O:31])([O:32][C:33]([CH3:36])([CH3:35])[CH3:34])=[O:31]. The catalyst is O.CCOC(C)=O.CCCCCCC. The product is [C:10]([C:7]1[CH:8]=[CH:9][C:4]([C@@H:2]([NH:1][C:30](=[O:31])[O:32][C:33]([CH3:36])([CH3:35])[CH3:34])[CH3:3])=[C:5]([F:13])[CH:6]=1)(=[O:12])[CH3:11]. The yield is 0.664.